From a dataset of Full USPTO retrosynthesis dataset with 1.9M reactions from patents (1976-2016). Predict the reactants needed to synthesize the given product. (1) Given the product [Cl:1][CH:2]([CH2:6][CH3:7])[C:3]([N:10]([CH2:11][CH3:12])[CH2:8][CH3:9])=[O:4], predict the reactants needed to synthesize it. The reactants are: [Cl:1][CH:2]([CH2:6][CH3:7])[C:3](Cl)=[O:4].[CH2:8]([NH:10][CH2:11][CH3:12])[CH3:9]. (2) Given the product [CH3:1][C:2]1[C:6]([C:7]([OH:9])=[O:8])=[C:5]([C:12]2[CH:17]=[CH:16][CH:15]=[CH:14][CH:13]=2)[O:4][N:3]=1, predict the reactants needed to synthesize it. The reactants are: [CH3:1][C:2]1[C:6]([C:7]([O:9]CC)=[O:8])=[C:5]([C:12]2[CH:17]=[CH:16][CH:15]=[CH:14][CH:13]=2)[O:4][N:3]=1. (3) Given the product [CH2:1]([O:3][C:4](=[O:14])[CH2:5][C:6]1[CH:11]=[C:10]([O:12][S:28]([C:31]([F:34])([F:33])[F:32])(=[O:30])=[O:29])[CH:9]=[CH:8][C:7]=1[Cl:13])[CH3:2], predict the reactants needed to synthesize it. The reactants are: [CH2:1]([O:3][C:4](=[O:14])[CH2:5][C:6]1[CH:11]=[C:10]([OH:12])[CH:9]=[CH:8][C:7]=1[Cl:13])[CH3:2].C(=O)([O-])[O-].[Cs+].[Cs+].C1C=CC(N([S:28]([C:31]([F:34])([F:33])[F:32])(=[O:30])=[O:29])[S:28]([C:31]([F:34])([F:33])[F:32])(=[O:30])=[O:29])=CC=1. (4) Given the product [CH3:1][C:2]1([CH3:28])[C:10]2[CH:9]=[N:8][C:7]([NH:29][C:30]3[CH:31]=[CH:32][C:33]([N:36]4[CH2:41][CH2:40][NH:39][C@H:38]([CH3:49])[CH2:37]4)=[CH:34][CH:35]=3)=[N:6][C:5]=2[N:4]([S:15]([C:18]2[CH:19]=[CH:20][CH:21]=[C:22]3[C:27]=2[N:26]=[CH:25][CH:24]=[CH:23]3)(=[O:17])=[O:16])[CH2:3]1, predict the reactants needed to synthesize it. The reactants are: [CH3:1][C:2]1([CH3:28])[C:10]2[CH:9]=[N:8][C:7](S(C)(=O)=O)=[N:6][C:5]=2[N:4]([S:15]([C:18]2[CH:19]=[CH:20][CH:21]=[C:22]3[C:27]=2[N:26]=[CH:25][CH:24]=[CH:23]3)(=[O:17])=[O:16])[CH2:3]1.[NH2:29][C:30]1[CH:35]=[CH:34][C:33]([N:36]2[CH2:41][CH2:40][N:39](C(OC(C)(C)C)=O)[C@H:38]([CH3:49])[CH2:37]2)=[CH:32][CH:31]=1.CO.C(Cl)Cl.C([O-])(O)=O.[Na+]. (5) The reactants are: [NH2:1][C@H:2]([C:7]([OH:9])=[O:8])[C:3]([CH3:6])([CH3:5])[CH3:4].[OH-].[Na+].[C:12]1([CH3:21])[C:13]([C:18](Cl)=[O:19])=[CH:14][CH:15]=[CH:16][CH:17]=1.Cl. Given the product [CH3:4][C:3]([CH3:6])([CH3:5])[CH:2]([NH:1][C:18](=[O:19])[C:13]1[CH:14]=[CH:15][CH:16]=[CH:17][C:12]=1[CH3:21])[C:7]([OH:9])=[O:8], predict the reactants needed to synthesize it. (6) Given the product [ClH:36].[NH2:22][CH:16]([CH2:15][C:12]1[CH:13]=[N:14][C:9]([C:3]2[CH:4]=[CH:5][CH:6]=[C:7]([F:8])[C:2]=2[F:1])=[CH:10][CH:11]=1)[C:17]([N:19]([CH3:21])[CH3:20])=[O:18], predict the reactants needed to synthesize it. The reactants are: [F:1][C:2]1[C:7]([F:8])=[CH:6][CH:5]=[CH:4][C:3]=1[C:9]1[N:14]=[CH:13][C:12]([CH2:15][CH:16]([NH:22]C(=O)OC(C)(C)C)[C:17]([N:19]([CH3:21])[CH3:20])=[O:18])=[CH:11][CH:10]=1.O1CCOCC1.[ClH:36]. (7) Given the product [N+:13]([C:7]1[CH:8]=[C:9]2[C:4](=[CH:5][CH:6]=1)[N:3]=[C:2]([CH3:1])[C:10]2([CH3:12])[CH3:11])([O-:15])=[O:14], predict the reactants needed to synthesize it. The reactants are: [CH3:1][C:2]1[C:10]([CH3:12])([CH3:11])[C:9]2[C:4](=[CH:5][CH:6]=[CH:7][CH:8]=2)[N:3]=1.[N+:13]([O-])([OH:15])=[O:14].